This data is from Full USPTO retrosynthesis dataset with 1.9M reactions from patents (1976-2016). The task is: Predict the reactants needed to synthesize the given product. Given the product [CH2:27]([N:14]([CH2:12][CH3:13])[CH2:15][CH2:16][NH:17][C:18]([C:20]1[NH:21][C:22]([CH:25]=[C:5]2[C:4]3[C:8](=[CH:9][CH:10]=[C:2]([Br:1])[CH:3]=3)[NH:7][C:6]2=[O:11])=[CH:23][CH:24]=1)=[O:19])[CH3:28], predict the reactants needed to synthesize it. The reactants are: [Br:1][C:2]1[CH:3]=[C:4]2[C:8](=[CH:9][CH:10]=1)[NH:7][C:6](=[O:11])[CH2:5]2.[CH2:12]([N:14]([CH2:27][CH3:28])[CH2:15][CH2:16][NH:17][C:18]([C:20]1[NH:21][C:22]([CH:25]=O)=[CH:23][CH:24]=1)=[O:19])[CH3:13].N1C=CC=C1C(OCC)=O.